From a dataset of Reaction yield outcomes from USPTO patents with 853,638 reactions. Predict the reaction yield, written as a fraction of the theoretical maximum amount of product (1.0 means a 100% yield; for example, 0.34 means a 34% yield). (1) The reactants are [Br:1]Br.[Cl:3][C:4]1[CH:5]=[C:6]2[CH:12]=[CH:11][NH:10][C:7]2=[N:8][CH:9]=1.O. The catalyst is C(Cl)(Cl)Cl. The product is [Br:1][C:12]1[C:6]2[C:7](=[N:8][CH:9]=[C:4]([Cl:3])[CH:5]=2)[NH:10][CH:11]=1. The yield is 0.690. (2) The reactants are [C:1]([O:4][C:5]1[CH:13]=[CH:12][C:11]([Cl:14])=[CH:10][C:6]=1[C:7]([OH:9])=O)(=[O:3])[CH3:2].[NH2:15][N:16]1[CH:21]=[CH:20][CH:19]=[CH:18][NH:17]1. No catalyst specified. The product is [C:1]([O:4][C:5]1[CH:13]=[CH:12][C:11]([Cl:14])=[CH:10][C:6]=1[C:7]([NH:15][N:16]1[CH:21]=[CH:20][CH:19]=[CH:18][NH:17]1)=[O:9])(=[O:3])[CH3:2]. The yield is 0.197.